Task: Predict the reactants needed to synthesize the given product.. Dataset: Full USPTO retrosynthesis dataset with 1.9M reactions from patents (1976-2016) (1) Given the product [CH2:12]([O:11][C:9]1[CH:10]=[C:5]([CH2:4][NH2:1])[CH:6]=[N:7][CH:8]=1)[C:13]1[CH:14]=[CH:15][CH:16]=[CH:17][CH:18]=1, predict the reactants needed to synthesize it. The reactants are: [N:1]([CH2:4][C:5]1[CH:6]=[N:7][CH:8]=[C:9]([O:11][CH2:12][C:13]2[CH:18]=[CH:17][CH:16]=[CH:15][CH:14]=2)[CH:10]=1)=[N+]=[N-].[H-].[H-].[H-].[H-].[Li+].[Al+3]. (2) Given the product [CH2:1]([C:4]1([CH:20]([CH3:22])[CH3:21])[O:9][C:8](=[O:10])[N:7]([C@H:11]([C:13]2[CH:18]=[CH:17][C:16]([C:27]3[CH:26]=[CH:25][C:24]([F:23])=[CH:29][C:28]=3[F:30])=[CH:15][CH:14]=2)[CH3:12])[CH2:6][CH2:5]1)[CH:2]=[CH2:3], predict the reactants needed to synthesize it. The reactants are: [CH2:1]([C:4]1([CH:20]([CH3:22])[CH3:21])[O:9][C:8](=[O:10])[N:7]([CH:11]([C:13]2[CH:18]=[CH:17][C:16](Br)=[CH:15][CH:14]=2)[CH3:12])[CH2:6][CH2:5]1)[CH:2]=[CH2:3].[F:23][C:24]1[CH:29]=[C:28]([F:30])[CH:27]=[CH:26][C:25]=1B(O)O.C([O-])([O-])=O.[Cs+].[Cs+]. (3) Given the product [Cl:1][C:18]1[CH:23]=[CH:22][C:21]([O:51][CH:52]2[CH2:41][CH2:40][N:39]([C:38](=[O:13])[C@@H:2]([NH:4][C:35]([C:26]3[C:25]([OH:24])=[N:34][C:33]4[C:28](=[CH:29][CH:30]=[CH:31][CH:32]=4)[N:27]=3)=[O:37])[CH3:3])[CH2:44][CH2:43]2)=[CH:20][CH:19]=1, predict the reactants needed to synthesize it. The reactants are: [ClH:1].[CH2:2]([N:4]=C=NCCCN(C)C)[CH3:3].[OH2:13].ON1[C:19]2[CH:20]=[CH:21][CH:22]=[CH:23][C:18]=2N=N1.[OH:24][C:25]1[C:26]([C:35]([OH:37])=O)=[N:27][C:28]2[C:33]([N:34]=1)=[CH:32][CH:31]=[CH:30][CH:29]=2.[CH3:38][N:39]1[CH2:44][CH2:43]O[CH2:41][CH2:40]1.C(Cl)Cl.C([O:51][CH2:52]C)(=O)C. (4) Given the product [Cl:1][C:2]1[C:3]([CH:8]([C:9]2[CH:18]=[C:17]3[C:12]([CH:13]=[CH:14][C:15]([C:19]4[CH:24]=[CH:23][CH:22]=[CH:21][CH:20]=4)=[N:16]3)=[CH:11][CH:10]=2)[NH:25][C:35](=[O:40])[C:36]([CH3:39])([CH3:38])[CH3:37])=[N:4][CH:5]=[CH:6][N:7]=1, predict the reactants needed to synthesize it. The reactants are: [Cl:1][C:2]1[C:3]([CH:8]([NH2:25])[C:9]2[CH:18]=[C:17]3[C:12]([CH:13]=[CH:14][C:15]([C:19]4[CH:24]=[CH:23][CH:22]=[CH:21][CH:20]=4)=[N:16]3)=[CH:11][CH:10]=2)=[N:4][CH:5]=[CH:6][N:7]=1.C(N(C(C)C)C(C)C)C.[C:35](Cl)(=[O:40])[C:36]([CH3:39])([CH3:38])[CH3:37]. (5) Given the product [CH3:5][O:6][C:7]1[C:11](=[O:12])[N:10]([CH3:13])[CH2:9][C:8]=1[C:14]([NH:4][CH2:1][C:2]#[CH:3])=[O:16], predict the reactants needed to synthesize it. The reactants are: [CH2:1]([NH2:4])[C:2]#[CH:3].[CH3:5][O:6][C:7]1[C:11](=[O:12])[N:10]([CH3:13])[CH2:9][C:8]=1[C:14]([OH:16])=O.C1CN([P+](ON2N=NC3C=CC=CC2=3)(N2CCCC2)N2CCCC2)CC1.F[P-](F)(F)(F)(F)F. (6) Given the product [CH3:5][N:6]1[CH2:33][CH2:32][C:9]2[N:10]([CH:18]=[C:19]([C:22]3[CH:23]=[CH:24][C:25]([C:26]([NH:28][CH3:29])=[O:27])=[CH:30][CH:31]=3)[CH3:20])[C:11]3[CH:12]=[CH:13][C:14]([CH3:17])=[CH:15][C:16]=3[C:8]=2[CH2:7]1, predict the reactants needed to synthesize it. The reactants are: S(Cl)(Cl)=O.[CH3:5][N:6]1[CH2:33][CH2:32][C:9]2[N:10]([CH2:18][C:19]([C:22]3[CH:31]=[CH:30][C:25]([C:26]([NH:28][CH3:29])=[O:27])=[CH:24][CH:23]=3)(O)[CH3:20])[C:11]3[CH:12]=[CH:13][C:14]([CH3:17])=[CH:15][C:16]=3[C:8]=2[CH2:7]1.[OH-].[K+]. (7) Given the product [OH:33][CH:34]([CH3:48])[CH2:35][CH2:36][N:4]1[C:5](=[O:31])[C:6]2[N:7]([CH2:23][C:24]3[CH:29]=[CH:28][C:27]([CH3:30])=[CH:26][N:25]=3)[C:8]([CH2:11][C:12]3[CH:17]=[CH:16][CH:15]=[C:14]([O:18][C:19]([F:22])([F:21])[F:20])[CH:13]=3)=[N:9][C:10]=2[N:2]([CH3:1])[C:3]1=[O:32], predict the reactants needed to synthesize it. The reactants are: [CH3:1][N:2]1[C:10]2[N:9]=[C:8]([CH2:11][C:12]3[CH:17]=[CH:16][CH:15]=[C:14]([O:18][C:19]([F:22])([F:21])[F:20])[CH:13]=3)[N:7]([CH2:23][C:24]3[CH:29]=[CH:28][C:27]([CH3:30])=[CH:26][N:25]=3)[C:6]=2[C:5](=[O:31])[NH:4][C:3]1=[O:32].[OH:33][CH:34]([CH3:48])[CH2:35][CH2:36]OS(C1C=CC(C)=CC=1)(=O)=O.C(=O)([O-])[O-].[K+].[K+]. (8) Given the product [P:11]([O:23][CH2:24][C@H:25]1[O:29][C@@H:28]([N:30]2[C:39]3[N:38]=[CH:37][N:36]=[C:34]([NH2:35])[C:33]=3[N:32]=[CH:31]2)[C@H:27]([OH:40])[C@@H:26]1[OH:41])([O:14][P:15]([OH:17])([OH:18])=[O:16])(=[O:12])[OH:13].[NH2:42][C:43]1[C:48]([CH2:49][P:50]([O:13][P:11]([OH:23])([OH:14])=[O:12])([OH:52])=[O:51])=[CH:47][N:46]=[C:45]([CH2:53][CH3:4])[N:44]=1, predict the reactants needed to synthesize it. The reactants are: P([CH2:4]C1N=CC=CN=1)(=O)=O.[P:11]([O:23][CH2:24][C@H:25]1[O:29][C@@H:28]([N:30]2[C:39]3[N:38]=[CH:37][N:36]=[C:34]([NH2:35])[C:33]=3[N:32]=[CH:31]2)[C@H:27]([OH:40])[C@@H:26]1[OH:41])([O:14][P:15]([O:18]P(O)(O)=O)([OH:17])=[O:16])(=[O:13])[OH:12].[NH2:42][C:43]1[C:48]([CH2:49][P:50](=[O:52])=[O:51])=[CH:47][N:46]=[C:45]([CH3:53])[N:44]=1.